From a dataset of Catalyst prediction with 721,799 reactions and 888 catalyst types from USPTO. Predict which catalyst facilitates the given reaction. Reactant: Br[C:2]1[CH:7]=[CH:6][C:5]([N+:8]([O-:10])=[O:9])=[CH:4][C:3]=1[O:11][CH3:12].[Cl:13][C:14]1[CH:19]=[C:18](B(O)O)[CH:17]=[CH:16][N:15]=1.COCCOC.C(=O)([O-])[O-].[Cs+].[Cs+].O. Product: [Cl:13][C:14]1[CH:19]=[C:18]([C:2]2[CH:7]=[CH:6][C:5]([N+:8]([O-:10])=[O:9])=[CH:4][C:3]=2[O:11][CH3:12])[CH:17]=[CH:16][N:15]=1. The catalyst class is: 492.